From a dataset of Full USPTO retrosynthesis dataset with 1.9M reactions from patents (1976-2016). Predict the reactants needed to synthesize the given product. (1) Given the product [Cl:12][C:5]1[C:4]2[C:9](=[CH:10][CH:11]=[C:2]([N:17]3[CH2:18][CH:14]([CH3:13])[CH2:15][C:16]3=[O:19])[CH:3]=2)[CH:8]=[N:7][CH:6]=1, predict the reactants needed to synthesize it. The reactants are: Br[C:2]1[CH:3]=[C:4]2[C:9](=[CH:10][CH:11]=1)[CH:8]=[N:7][CH:6]=[C:5]2[Cl:12].[CH3:13][CH:14]1[CH2:18][NH:17][C:16](=[O:19])[CH2:15]1.P([O-])([O-])([O-])=O.[K+].[K+].[K+].C1(P(C2C=CC=CC=2)C2C3OC4C(=CC=CC=4P(C4C=CC=CC=4)C4C=CC=CC=4)C(C)(C)C=3C=CC=2)C=CC=CC=1. (2) Given the product [F:1][C:2]1[CH:10]=[C:9]2[C:5]([C:6]([C:11]3[CH:26]=[CH:25][C:14]4[N:15]=[C:16]([CH2:18][NH:19][S:20]([CH2:23][CH2:24][N:27]5[CH2:32][CH2:31][O:30][CH2:29][CH2:28]5)(=[O:22])=[O:21])[O:17][C:13]=4[CH:12]=3)=[CH:7][NH:8]2)=[CH:4][CH:3]=1, predict the reactants needed to synthesize it. The reactants are: [F:1][C:2]1[CH:10]=[C:9]2[C:5]([C:6]([C:11]3[CH:26]=[CH:25][C:14]4[N:15]=[C:16]([CH2:18][NH:19][S:20]([CH:23]=[CH2:24])(=[O:22])=[O:21])[O:17][C:13]=4[CH:12]=3)=[CH:7][NH:8]2)=[CH:4][CH:3]=1.[NH:27]1[CH2:32][CH2:31][O:30][CH2:29][CH2:28]1. (3) Given the product [C:1]([C:3]1[CH:4]=[C:5]([N:10]([CH2:15][C:16]2[CH:21]=[CH:20][C:19]([C:25]3[C:26]([CH3:30])=[CH:27][CH:28]=[CH:29][C:24]=3[CH3:23])=[CH:18][CH:17]=2)[C:11](=[O:14])[CH2:12][CH3:13])[CH:6]=[C:7]([F:9])[CH:8]=1)#[N:2], predict the reactants needed to synthesize it. The reactants are: [C:1]([C:3]1[CH:4]=[C:5]([N:10]([CH2:15][C:16]2[CH:21]=[CH:20][C:19](I)=[CH:18][CH:17]=2)[C:11](=[O:14])[CH2:12][CH3:13])[CH:6]=[C:7]([F:9])[CH:8]=1)#[N:2].[CH3:23][C:24]1[CH:29]=[CH:28][CH:27]=[C:26]([CH3:30])[C:25]=1B(O)O.